Dataset: Reaction yield outcomes from USPTO patents with 853,638 reactions. Task: Predict the reaction yield, written as a fraction of the theoretical maximum amount of product (1.0 means a 100% yield; for example, 0.34 means a 34% yield). (1) The reactants are [C:1]12([CH2:11][CH2:12][N:13]([CH2:34][CH2:35][CH2:36][CH2:37][CH3:38])[C:14]([NH:16][CH2:17][CH2:18][CH:19]([O:26][Si](C(C)(C)C)(C)C)[C:20]3[CH:25]=[CH:24][N:23]=[CH:22][CH:21]=3)=[O:15])[CH2:10][CH:5]3[CH2:6][CH:7]([CH2:9][CH:3]([CH2:4]3)[CH2:2]1)[CH2:8]2. The catalyst is Cl.CO. The product is [C:1]12([CH2:11][CH2:12][N:13]([CH2:34][CH2:35][CH2:36][CH2:37][CH3:38])[C:14]([NH:16][CH2:17][CH2:18][CH:19]([OH:26])[C:20]3[CH:25]=[CH:24][N:23]=[CH:22][CH:21]=3)=[O:15])[CH2:8][CH:7]3[CH2:6][CH:5]([CH2:4][CH:3]([CH2:9]3)[CH2:2]1)[CH2:10]2. The yield is 0.553. (2) The yield is 0.390. The catalyst is CN(C=O)C.C(OCC)(=O)C. The reactants are F[C:2]1[CH:7]=[CH:6][CH:5]=[CH:4][C:3]=1[N+:8]([O-:10])=[O:9].[CH3:11][C:12]1[CH:13]=[C:14]([OH:24])[N:15]([C:17]2[CH:22]=[CH:21][CH:20]=[CH:19][C:18]=2[CH3:23])[N:16]=1.C(=O)([O-])[O-].[K+].[K+].O. The product is [CH3:11][C:12]1[CH:13]=[C:14]([O:24][C:2]2[CH:7]=[CH:6][CH:5]=[CH:4][C:3]=2[N+:8]([O-:10])=[O:9])[N:15]([C:17]2[CH:22]=[CH:21][CH:20]=[CH:19][C:18]=2[CH3:23])[N:16]=1. (3) The reactants are [F:1][C:2]1[CH:3]=[C:4]([CH:8]=[CH:9][CH:10]=1)[C:5]([OH:7])=O.CCN=C=NCCCN(C)C.C1C=CC2N(O)N=NC=2C=1.[Cl:32][CH2:33][C:34]([NH:36]O)=[NH:35]. The catalyst is C(OCC)(=O)C.CN(C=O)C. The product is [Cl:32][CH2:33][C:34]1[N:36]=[C:5]([C:4]2[CH:8]=[CH:9][CH:10]=[C:2]([F:1])[CH:3]=2)[O:7][N:35]=1. The yield is 0.350. (4) The reactants are [Li]CCCC.C(NC(C)C)(C)C.C[Si](Cl)(C)C.[C:18]1([CH:24]2[CH2:29][CH2:28][C:27](=[O:30])[CH2:26][CH2:25]2)[CH:23]=[CH:22][CH:21]=[CH:20][CH:19]=1.C1(=O)C=CC(=O)C=C1. The catalyst is CCCCCC.C1COCC1.C(#N)C.CC([O-])=O.CC([O-])=O.[Pd+2]. The product is [C:18]1([CH:24]2[CH2:29][CH2:28][C:27](=[O:30])[CH:26]=[CH:25]2)[CH:23]=[CH:22][CH:21]=[CH:20][CH:19]=1. The yield is 0.560. (5) The yield is 0.450. The reactants are C([N:8]1[CH2:13][CH2:12][CH:11]([NH:14][C:15]2[N:24]=[CH:23][C:22]3[CH2:21][CH2:20][C:19]4[C:25]([C:29]([NH2:31])=[O:30])=[N:26][N:27]([CH3:28])[C:18]=4[C:17]=3[N:16]=2)[CH2:10][CH2:9]1)C1C=CC=CC=1.C(O)=O. The product is [CH3:28][N:27]1[C:18]2[C:17]3[N:16]=[C:15]([NH:14][CH:11]4[CH2:10][CH2:9][NH:8][CH2:13][CH2:12]4)[N:24]=[CH:23][C:22]=3[CH2:21][CH2:20][C:19]=2[C:25]([C:29]([NH2:31])=[O:30])=[N:26]1. The catalyst is C(O)C.[Pd].